From a dataset of Forward reaction prediction with 1.9M reactions from USPTO patents (1976-2016). Predict the product of the given reaction. (1) Given the reactants Br[CH2:2][C:3]1[CH:8]=[CH:7][C:6]([F:9])=[CH:5][CH:4]=1.[NH2:10][CH2:11][CH:12]1[CH2:17][CH2:16][CH:15]([C:18]([OH:20])=[O:19])[CH2:14][CH2:13]1.[CH3:21][C:22]1[CH:27]=[CH:26][C:25]([S:28](Cl)(=[O:30])=[O:29])=[CH:24][CH:23]=1, predict the reaction product. The product is: [F:9][C:6]1[CH:7]=[CH:8][C:3]([CH2:2][N:10]([CH2:11][CH:12]2[CH2:13][CH2:14][CH:15]([C:18]([OH:20])=[O:19])[CH2:16][CH2:17]2)[S:28]([C:25]2[CH:26]=[CH:27][C:22]([CH3:21])=[CH:23][CH:24]=2)(=[O:30])=[O:29])=[CH:4][CH:5]=1. (2) Given the reactants [NH2:1][C:2]1[N:6]([CH3:7])[C:5]([CH2:8][CH2:9][CH3:10])=[N:4][C:3]=1[C:11]([C:13]1[CH:18]=[CH:17][C:16]([CH3:19])=[CH:15][CH:14]=1)=O.O=[C:21]([CH3:32])[CH2:22][CH:23]([CH2:29][CH2:30][CH3:31])[C:24]([O:26][CH2:27][CH3:28])=[O:25].Cl[Si](C)(C)C.O, predict the reaction product. The product is: [CH3:7][N:6]1[C:2]2=[N:1][C:21]([CH3:32])=[C:22]([CH:23]([CH2:29][CH2:30][CH3:31])[C:24]([O:26][CH2:27][CH3:28])=[O:25])[C:11]([C:13]3[CH:18]=[CH:17][C:16]([CH3:19])=[CH:15][CH:14]=3)=[C:3]2[N:4]=[C:5]1[CH2:8][CH2:9][CH3:10].